Dataset: Full USPTO retrosynthesis dataset with 1.9M reactions from patents (1976-2016). Task: Predict the reactants needed to synthesize the given product. (1) Given the product [Cl:1][C:2]1[N:7]=[C:6]([C:8]([O:10][CH2:11][CH3:12])=[O:15])[C:5]([F:13])=[CH:4][N:3]=1, predict the reactants needed to synthesize it. The reactants are: [Cl:1][C:2]1[N:7]=[C:6]([C:8]([O:10][CH2:11][CH3:12])=C)[C:5]([F:13])=[CH:4][N:3]=1.[Mn]([O-])(=O)(=O)=[O:15].[K+]. (2) Given the product [CH3:8][C:7]1[C:2]([CH2:1][OH:24])=[N:3][CH:4]=[CH:5][C:6]=1[O:9][CH2:10][CH2:11][C:12]1([CH2:18][CH2:19][CH3:20])[O:17][CH2:16][CH2:15][CH2:14][O:13]1, predict the reactants needed to synthesize it. The reactants are: [CH3:1][C:2]1[C:7]([CH3:8])=[C:6]([O:9][CH2:10][CH2:11][C:12]2([CH2:18][CH2:19][CH3:20])[O:17][CH2:16][CH2:15][CH2:14][O:13]2)[CH:5]=[CH:4][N+:3]=1[O-].C(OC(=O)C)(=[O:24])C. (3) Given the product [CH3:43][N:2]([CH3:1])[CH2:3][CH2:4][NH:5][C:6]([C:8]1[C:17]2[N:16]=[C:15]3[C:18]([CH3:22])=[CH:19][CH:20]=[CH:21][C:14]3=[CH:13][C:12]=2[C:11](=[O:23])[N:10]([CH2:24][CH2:25][C:26]2[C:34]3[C:29](=[CH:30][CH:31]=[CH:32][CH:33]=3)[NH:28][CH:27]=2)[CH:9]=1)=[O:7], predict the reactants needed to synthesize it. The reactants are: [CH3:1][N:2]([CH3:43])[CH2:3][CH2:4][NH:5][C:6]([C:8]1[C:17]2[N:16]=[C:15]3[C:18]([CH3:22])=[CH:19][CH:20]=[CH:21][C:14]3=[CH:13][C:12]=2[C:11](=[O:23])[N:10]([CH2:24][CH2:25][C:26]2[C:34]3[C:29](=[CH:30][CH:31]=[CH:32][CH:33]=3)[N:28](C(NCCN(C)C)=O)[CH:27]=2)[CH:9]=1)=[O:7].[OH-].[Na+]. (4) Given the product [OH:26][CH2:25][CH:24]([NH:23][C:4]([C:6]1[C:7]2[CH2:8][C@H:9]3[CH2:22][C@H:10]3[C:11]=2[N:12]([C:14]2[CH:19]=[CH:18][C:17]([F:20])=[CH:16][C:15]=2[F:21])[N:13]=1)=[O:5])[CH:27]1[CH2:32][CH2:31][O:30][CH2:29][CH2:28]1, predict the reactants needed to synthesize it. The reactants are: C(O[C:4]([C:6]1[C:7]2[CH2:8][C@H:9]3[CH2:22][C@H:10]3[C:11]=2[N:12]([C:14]2[CH:19]=[CH:18][C:17]([F:20])=[CH:16][C:15]=2[F:21])[N:13]=1)=[O:5])C.[NH2:23][CH:24]([CH:27]1[CH2:32][CH2:31][O:30][CH2:29][CH2:28]1)[CH2:25][OH:26]. (5) Given the product [OH:62][C:61]1[C:53]([CH:29]2[C:37]3[C:32](=[CH:33][CH:34]=[CH:35][CH:36]=3)[N:31]([CH2:38][CH2:39][CH2:40][N:41]3[C:49](=[O:50])[C:48]4[C:43](=[CH:44][CH:45]=[CH:46][CH:47]=4)[C:42]3=[O:51])[C:30]2=[O:52])=[CH:54][C:55]2[O:59][CH2:58][O:57][C:56]=2[CH:60]=1, predict the reactants needed to synthesize it. The reactants are: BrC1C=CC=C2C=1C(O)(C1C(O)=CC3OCOC=3C=1)C(=O)N2CCCCC.O[C:29]1([C:53]2[C:61]([OH:62])=[CH:60][C:56]3[O:57][CH2:58][O:59][C:55]=3[CH:54]=2)[C:37]2[C:32](=[CH:33][CH:34]=[CH:35][CH:36]=2)[N:31]([CH2:38][CH2:39][CH2:40][N:41]2[C:49](=[O:50])[C:48]3[C:43](=[CH:44][CH:45]=[CH:46][CH:47]=3)[C:42]2=[O:51])[C:30]1=[O:52].